Dataset: CYP1A2 inhibition data for predicting drug metabolism from PubChem BioAssay. Task: Regression/Classification. Given a drug SMILES string, predict its absorption, distribution, metabolism, or excretion properties. Task type varies by dataset: regression for continuous measurements (e.g., permeability, clearance, half-life) or binary classification for categorical outcomes (e.g., BBB penetration, CYP inhibition). Dataset: cyp1a2_veith. (1) The result is 0 (non-inhibitor). The molecule is Clc1ccc([C@@H]2C[C@H]3CC[C@@H]2N3)cn1. (2) The molecule is OCCNc1nc2ccccc2[nH]1. The result is 0 (non-inhibitor). (3) The molecule is Oc1c(CN2CCCCC2)cc(Br)c2cccnc12. The result is 1 (inhibitor). (4) The compound is O=C(N/N=C/c1c(Cl)cccc1Cl)c1cccc(F)c1. The result is 1 (inhibitor). (5) The compound is COc1ccc(C(=O)N2CCC3(CCN(Cc4cc(C(F)(F)F)cc(C(F)(F)F)c4)CC3)CC2)cc1. The result is 0 (non-inhibitor). (6) The drug is COc1ccc2[nH]cc(CCNc3ncncc3-c3ccccc3C)c2c1. The result is 1 (inhibitor). (7) The molecule is CO[C@@]12C[C@@H](COC(=O)c3cncc(Br)c3)CN(C)[C@H]1Cc1cn(C)c3cccc2c13. The result is 1 (inhibitor).